From a dataset of NCI-60 drug combinations with 297,098 pairs across 59 cell lines. Regression. Given two drug SMILES strings and cell line genomic features, predict the synergy score measuring deviation from expected non-interaction effect. (1) Drug 1: CC1=CC2C(CCC3(C2CCC3(C(=O)C)OC(=O)C)C)C4(C1=CC(=O)CC4)C. Drug 2: CCCS(=O)(=O)NC1=C(C(=C(C=C1)F)C(=O)C2=CNC3=C2C=C(C=N3)C4=CC=C(C=C4)Cl)F. Cell line: NCI-H460. Synergy scores: CSS=6.97, Synergy_ZIP=0.778, Synergy_Bliss=6.52, Synergy_Loewe=4.68, Synergy_HSA=4.78. (2) Drug 1: C1=NC2=C(N=C(N=C2N1C3C(C(C(O3)CO)O)O)F)N. Drug 2: C1CC(C1)(C(=O)O)C(=O)O.[NH2-].[NH2-].[Pt+2]. Cell line: RXF 393. Synergy scores: CSS=3.60, Synergy_ZIP=-2.38, Synergy_Bliss=-3.25, Synergy_Loewe=0.668, Synergy_HSA=-0.658. (3) Drug 1: C1CC(C1)(C(=O)O)C(=O)O.[NH2-].[NH2-].[Pt+2]. Drug 2: CC12CCC3C(C1CCC2OP(=O)(O)O)CCC4=C3C=CC(=C4)OC(=O)N(CCCl)CCCl.[Na+]. Cell line: BT-549. Synergy scores: CSS=19.9, Synergy_ZIP=-5.93, Synergy_Bliss=-1.91, Synergy_Loewe=-24.1, Synergy_HSA=-0.525. (4) Drug 1: C1CC(=O)NC(=O)C1N2CC3=C(C2=O)C=CC=C3N. Drug 2: C1CC(=O)NC(=O)C1N2C(=O)C3=CC=CC=C3C2=O. Cell line: HL-60(TB). Synergy scores: CSS=9.95, Synergy_ZIP=7.49, Synergy_Bliss=-1.78, Synergy_Loewe=-1.75, Synergy_HSA=-1.20. (5) Drug 1: CC12CCC(CC1=CCC3C2CCC4(C3CC=C4C5=CN=CC=C5)C)O. Drug 2: C(=O)(N)NO. Cell line: OVCAR-4. Synergy scores: CSS=10.6, Synergy_ZIP=-0.236, Synergy_Bliss=0.552, Synergy_Loewe=-7.42, Synergy_HSA=-0.362.